This data is from Reaction yield outcomes from USPTO patents with 853,638 reactions. The task is: Predict the reaction yield, written as a fraction of the theoretical maximum amount of product (1.0 means a 100% yield; for example, 0.34 means a 34% yield). The yield is 0.470. The product is [CH2:40]([O:39][C:37](=[O:38])[CH2:36][CH2:35][CH2:34][CH2:33][CH2:32][CH2:31][O:16][C:12]1[CH:13]=[CH:14][CH:15]=[C:10]([C:9](=[O:17])[NH:8][C:5]2[CH:6]=[CH:7][C:2]([Cl:1])=[C:3]([C:18]3[NH:22][C:21]4[CH:23]=[CH:24][C:25]([N:27]([CH3:29])[CH3:28])=[CH:26][C:20]=4[N:19]=3)[CH:4]=2)[CH:11]=1)[CH3:41]. The catalyst is C1COCC1. The reactants are [Cl:1][C:2]1[CH:7]=[CH:6][C:5]([NH:8][C:9](=[O:17])[C:10]2[CH:15]=[CH:14][CH:13]=[C:12]([OH:16])[CH:11]=2)=[CH:4][C:3]=1[C:18]1[NH:22][C:21]2[CH:23]=[CH:24][C:25]([N:27]([CH3:29])[CH3:28])=[CH:26][C:20]=2[N:19]=1.O[CH2:31][CH2:32][CH2:33][CH2:34][CH2:35][CH2:36][C:37]([O:39][CH2:40][CH3:41])=[O:38].C1C=CC(P(C2C=CC=CC=2)C2C=CC=CC=2)=CC=1.CC(OC(/N=N/C(OC(C)C)=O)=O)C.